This data is from Catalyst prediction with 721,799 reactions and 888 catalyst types from USPTO. The task is: Predict which catalyst facilitates the given reaction. Reactant: [F:1][C:2]1[CH:32]=[CH:31][C:5]([CH2:6][O:7][C:8]2[CH:13]=[CH:12][N:11]([C:14]3[CH:15]=[CH:16][C:17]4[N:18]([C:20]([CH3:29])=[C:21]([C:23](N(OC)C)=[O:24])[N:22]=4)[CH:19]=3)[C:10](=[O:30])[CH:9]=2)=[CH:4][CH:3]=1.[CH3:33][Mg]Br. Product: [C:23]([C:21]1[N:22]=[C:17]2[CH:16]=[CH:15][C:14]([N:11]3[CH:12]=[CH:13][C:8]([O:7][CH2:6][C:5]4[CH:4]=[CH:3][C:2]([F:1])=[CH:32][CH:31]=4)=[CH:9][C:10]3=[O:30])=[CH:19][N:18]2[C:20]=1[CH3:29])(=[O:24])[CH3:33]. The catalyst class is: 1.